Dataset: Full USPTO retrosynthesis dataset with 1.9M reactions from patents (1976-2016). Task: Predict the reactants needed to synthesize the given product. (1) Given the product [NH:1]1[C:9]2[C:4](=[CH:5][C:6]([NH:10][C:11]3[C:20]4[C:15](=[CH:16][CH:17]=[CH:18][CH:19]=4)[N:14]=[C:13]([C:21]4[CH:22]=[C:23]([CH:29]=[CH:30][CH:31]=4)[O:24][CH2:25][C:26]([NH:81][CH:78]4[CH2:79][CH2:80][N:75]([CH3:74])[CH2:76][CH2:77]4)=[O:27])[N:12]=3)=[CH:7][CH:8]=2)[CH:3]=[N:2]1, predict the reactants needed to synthesize it. The reactants are: [NH:1]1[C:9]2[C:4](=[CH:5][C:6]([NH:10][C:11]3[C:20]4[C:15](=[CH:16][CH:17]=[CH:18][CH:19]=4)[N:14]=[C:13]([C:21]4[CH:22]=[C:23]([CH:29]=[CH:30][CH:31]=4)[O:24][CH2:25][C:26](O)=[O:27])[N:12]=3)=[CH:7][CH:8]=2)[CH:3]=[N:2]1.C1CN([P+](ON2N=NC3C=CC=CC2=3)(N2CCCC2)N2CCCC2)CC1.F[P-](F)(F)(F)(F)F.CCN(C(C)C)C(C)C.[CH3:74][N:75]1[CH2:80][CH2:79][CH:78]([NH2:81])[CH2:77][CH2:76]1. (2) Given the product [CH3:15][O:14][C:11]1[CH:12]=[CH:13][C:8]([CH2:7][N:5]2[CH:6]=[C:2]([B:23]3[O:27][C:26]([CH3:29])([CH3:28])[C:25]([CH3:31])([CH3:30])[O:24]3)[C:3]([CH:16]([OH:18])[CH3:17])=[N:4]2)=[CH:9][CH:10]=1, predict the reactants needed to synthesize it. The reactants are: I[C:2]1[C:3]([CH:16]([OH:18])[CH3:17])=[N:4][N:5]([CH2:7][C:8]2[CH:13]=[CH:12][C:11]([O:14][CH3:15])=[CH:10][CH:9]=2)[CH:6]=1.C(O[B:23]1[O:27][C:26]([CH3:29])([CH3:28])[C:25]([CH3:31])([CH3:30])[O:24]1)(C)C.[Li]C. (3) Given the product [F:1][C:2]1[CH:10]=[C:9]([F:11])[CH:8]=[C:7]2[C:3]=1[C:4]([I:14])=[N:5][NH:6]2, predict the reactants needed to synthesize it. The reactants are: [F:1][C:2]1[CH:10]=[C:9]([F:11])[CH:8]=[C:7]2[C:3]=1[CH:4]=[N:5][NH:6]2.[OH-].[K+].[I:14]I. (4) Given the product [F:1][CH2:2][CH2:3][N:4]1[C:12]2[C:7](=[CH:8][C:9]([N+:14]([O-:16])=[O:15])=[CH:10][CH:11]=2)[CH2:6][C:5]1=[O:13], predict the reactants needed to synthesize it. The reactants are: [F:1][CH2:2][CH2:3][N:4]1[C:12]2[C:7](=[CH:8][CH:9]=[CH:10][CH:11]=2)[CH2:6][C:5]1=[O:13].[N+:14]([O-])([O-:16])=[O:15].[Na+]. (5) Given the product [ClH:19].[N:20]1([CH2:25][CH2:26][CH2:27][NH:28][S:16]([C:14]2[O:15][C:11]([C:5]3[CH:4]=[C:3]([CH2:1][CH3:2])[C:8](=[O:9])[NH:7][C:6]=3[CH3:10])=[CH:12][CH:13]=2)(=[O:18])=[O:17])[CH:24]=[CH:23][N:22]=[CH:21]1, predict the reactants needed to synthesize it. The reactants are: [CH2:1]([C:3]1[C:8](=[O:9])[NH:7][C:6]([CH3:10])=[C:5]([C:11]2[O:15][C:14]([S:16]([Cl:19])(=[O:18])=[O:17])=[CH:13][CH:12]=2)[CH:4]=1)[CH3:2].[N:20]1([CH2:25][CH2:26][CH2:27][NH2:28])[CH:24]=[CH:23][N:22]=[CH:21]1. (6) Given the product [CH3:33][N:35]([CH2:20][C:18]1[N:17]([CH2:22][C:23]2[S:24][C:25]([C:28]([F:31])([F:29])[F:30])=[CH:26][CH:27]=2)[C:16](=[O:32])[N:15]=[C:14]([N:11]2[CH2:10][CH2:9][N:8]([C:5]3[CH:6]=[CH:7][C:2]([F:1])=[CH:3][CH:4]=3)[CH2:13][CH2:12]2)[N:19]=1)[CH3:36], predict the reactants needed to synthesize it. The reactants are: [F:1][C:2]1[CH:7]=[CH:6][C:5]([N:8]2[CH2:13][CH2:12][N:11]([C:14]3[N:19]=[C:18]([CH2:20]O)[N:17]([CH2:22][C:23]4[S:24][C:25]([C:28]([F:31])([F:30])[F:29])=[CH:26][CH:27]=4)[C:16](=[O:32])[N:15]=3)[CH2:10][CH2:9]2)=[CH:4][CH:3]=1.[CH2:33]([N:35](CC)[CH2:36]C)C.CS(Cl)(=O)=O.CNC. (7) Given the product [CH2:10]([Cl:13])[CH2:11][Cl:1].[CH3:12][N:3]([CH3:2])[CH2:4][CH2:5][CH2:6][N:7]=[C:8]=[N:9][CH2:10][CH3:11], predict the reactants needed to synthesize it. The reactants are: [ClH:1].[CH3:2][N:3]([CH3:12])[CH2:4][CH2:5][CH2:6][N:7]=[C:8]=[N:9][CH2:10][CH3:11].[ClH:13]. (8) Given the product [Cl:15][CH2:14][C@@H:16]([OH:18])[CH2:17][N:11]1[CH2:10][CH2:9][N:8]([C:6]([C@H:2]2[CH2:3][CH2:4][CH2:5][O:1]2)=[O:7])[CH2:13][CH2:12]1, predict the reactants needed to synthesize it. The reactants are: [O:1]1[CH2:5][CH2:4][CH2:3][C@@H:2]1[C:6]([N:8]1[CH2:13][CH2:12][NH:11][CH2:10][CH2:9]1)=[O:7].[CH2:14]([C@H:16]1[O:18][CH2:17]1)[Cl:15]. (9) Given the product [Br:47][C:45]1[N:46]=[C:41]([NH:40][C:37]2([C:32]3[CH:33]=[CH:34][CH:35]=[CH:36][C:31]=3[O:30][CH2:29][CH2:28][N:27]([CH3:26])[C:61](=[O:63])[O:64][CH2:65][C:12]3[CH:10]=[CH:7][CH:5]=[CH:6][CH:11]=3)[CH2:38][CH2:39]2)[C:42](=[O:60])[N:43]([C:48]2[CH:49]=[C:50]([C:51](=[O:53])[NH:4][CH:1]3[CH2:3][CH2:2]3)[CH:55]=[C:56]([F:59])[C:57]=2[CH3:58])[CH:44]=1, predict the reactants needed to synthesize it. The reactants are: [CH:1]1([NH2:4])[CH2:3][CH2:2]1.[CH:5]([Mg]Cl)([CH3:7])[CH3:6].[CH:10]1([NH-])[CH2:12][CH2:11]1.Cl[Mg+].C(OC([CH2:26][NH:27][CH2:28][CH2:29][O:30][C:31]1[CH:36]=[CH:35][CH:34]=[CH:33][C:32]=1[C:37]1([NH:40][C:41]2[C:42](=[O:60])[N:43]([C:48]3[CH:49]=[C:50]([CH:55]=[C:56]([F:59])[C:57]=3[CH3:58])[C:51]([O:53]C)=O)[CH:44]=[C:45]([Br:47])[N:46]=2)[CH2:39][CH2:38]1)=O)C1C=CC=CC=1.[C:61]([O:64][CH2:65]C)(=[O:63])C. (10) Given the product [C:1]12([C:11]3[CH:12]=[CH:13][C:14]([NH:15][C:25](=[O:31])[C:26]([O:28][CH2:29][CH3:30])=[O:27])=[CH:16][CH:17]=3)[CH2:8][CH:7]3[CH2:9][CH:3]([CH2:4][CH:5]([CH2:6]3)[CH2:10]1)[CH2:2]2, predict the reactants needed to synthesize it. The reactants are: [C:1]12([C:11]3[CH:17]=[CH:16][C:14]([NH2:15])=[CH:13][CH:12]=3)[CH2:10][CH:5]3[CH2:6][CH:7]([CH2:9][CH:3]([CH2:4]3)[CH2:2]1)[CH2:8]2.C(=O)([O-])[O-].[K+].[K+].Cl[C:25](=[O:31])[C:26]([O:28][CH2:29][CH3:30])=[O:27].